This data is from Reaction yield outcomes from USPTO patents with 853,638 reactions. The task is: Predict the reaction yield, written as a fraction of the theoretical maximum amount of product (1.0 means a 100% yield; for example, 0.34 means a 34% yield). (1) The reactants are [Cl:1][C:2]1[C:3]([O:15][CH3:16])=[CH:4][C:5]([CH:12]([CH3:14])[CH3:13])=[C:6]([CH:11]=1)[O:7][CH2:8][C:9]#[N:10].[CH:17]([O:19][CH2:20]C)=O.[H-].[Na+].IC. The catalyst is COCCOC. The product is [Cl:1][C:2]1[C:3]([O:15][CH3:16])=[CH:4][C:5]([CH:12]([CH3:14])[CH3:13])=[C:6]([CH:11]=1)[O:7][C:8](=[CH:17][O:19][CH3:20])[C:9]#[N:10]. The yield is 0.840. (2) The reactants are [F:1][C:2]1[CH:39]=[CH:38][C:5]([C:6](/[N:8]=[C:9]2\[NH:10][C:11]3[CH:26]=[CH:25][C:24]([CH2:27][N:28]4[CH2:33][CH2:32][CH:31]([C:34]([OH:37])([CH3:36])[CH3:35])[CH2:30][CH2:29]4)=[CH:23][C:12]=3[N:13]\2[C@@H:14]2[CH2:19][CH2:18][C@H:17]([C:20]([OH:22])=O)[CH2:16][CH2:15]2)=[O:7])=[CH:4][CH:3]=1.CN(C(ON1N=[N:55][C:50]2C=[CH:52][CH:53]=[N:54][C:49]1=2)=[N+](C)C)C.F[P-](F)(F)(F)(F)F.CCN(C(C)C)C(C)C.N1CCNCC1. The catalyst is CN(C=O)C. The product is [F:1][C:2]1[CH:3]=[CH:4][C:5]([C:6](/[N:8]=[C:9]2\[NH:10][C:11]3[CH:26]=[CH:25][C:24]([CH2:27][N:28]4[CH2:29][CH2:30][CH:31]([C:34]([OH:37])([CH3:35])[CH3:36])[CH2:32][CH2:33]4)=[CH:23][C:12]=3[N:13]\2[C@H:14]2[CH2:19][CH2:18][C@@H:17]([C:20]([N:54]3[CH2:49][CH2:50][NH:55][CH2:52][CH2:53]3)=[O:22])[CH2:16][CH2:15]2)=[O:7])=[CH:38][CH:39]=1. The yield is 0.595. (3) The reactants are Cl[C:2]1[N:10]=[C:9]([I:11])[N:8]=[C:7]2[C:3]=1[N:4]=[CH:5][N:6]2[CH2:12][C:13]1[CH:18]=[CH:17][C:16]([CH2:19][OH:20])=[CH:15][CH:14]=1.[NH3:21]. The catalyst is C1COCC1. The product is [NH2:21][C:2]1[N:10]=[C:9]([I:11])[N:8]=[C:7]2[C:3]=1[N:4]=[CH:5][N:6]2[CH2:12][C:13]1[CH:18]=[CH:17][C:16]([CH2:19][OH:20])=[CH:15][CH:14]=1. The yield is 0.920. (4) The reactants are [NH2:1][C:2]([CH3:12])([CH3:11])[C:3]([C:5]1[CH:10]=[CH:9][CH:8]=[CH:7][CH:6]=1)=[O:4].CC1[CH:15]=[CH:16][C:17]([S:20](O)(=[O:22])=[O:21])=CC=1.C(C1C=CC(S(Cl)(=O)=O)=CC=1)CC.C(N(CC)CC)C. The yield is 0.369. The product is [CH3:11][C:2]([NH:1][S:20]([CH2:17][CH2:16][CH3:15])(=[O:22])=[O:21])([CH3:12])[C:3](=[O:4])[C:5]1[CH:10]=[CH:9][CH:8]=[CH:7][CH:6]=1. The catalyst is CN(C=O)C. (5) The reactants are [C:1]1([CH3:13])[CH:6]=[CH:5][C:4]([C:7]2([C:10]([OH:12])=[O:11])[CH2:9][CH2:8]2)=[CH:3][CH:2]=1.[CH2:14]1CCN2C(=NCCC2)CC1.CI. The catalyst is C(#N)C.CCOC(C)=O. The product is [C:1]1([CH3:13])[CH:2]=[CH:3][C:4]([C:7]2([C:10]([O:12][CH3:14])=[O:11])[CH2:9][CH2:8]2)=[CH:5][CH:6]=1. The yield is 0.640. (6) The reactants are Cl[C:2]1[CH:7]=[C:6]([F:8])[CH:5]=[CH:4][N:3]=1.[C:9](=[O:16])([O:11][C:12]([CH3:15])([CH3:14])[CH3:13])[NH2:10].[OH-].[Na+].O. The catalyst is O1CCOCC1.C([O-])(=O)C.[Pd+2].C([O-])(=O)C.C1(P(C2C=CC=CC=2)C2C3OC4C(=CC=CC=4P(C4C=CC=CC=4)C4C=CC=CC=4)C(C)(C)C=3C=CC=2)C=CC=CC=1. The product is [F:8][C:6]1[CH:5]=[CH:4][N:3]=[C:2]([NH:10][C:9](=[O:16])[O:11][C:12]([CH3:15])([CH3:14])[CH3:13])[CH:7]=1. The yield is 0.795. (7) The reactants are CCCC[N+:5](CCCC)(CCCC)CCCC.[F-].[C:19]([C:23]1[CH:24]=[C:25]([NH:35][C:36]([NH:38][C@@H:39]2[C:48]3[C:43](=[CH:44][CH:45]=[CH:46][CH:47]=3)[C@H:42]([O:49][C:50]3[CH:51]=[CH:52][C:53]4[N:54]([C:56]([N:59]5[CH2:64][CH2:63][CH:62]([O:65][Si](C(C)C)(C(C)C)C(C)C)[CH2:61][CH2:60]5)=[N:57][N:58]=4)[CH:55]=3)[CH2:41][CH2:40]2)=[O:37])[N:26]([C:28]2[CH:33]=[CH:32][C:31]([CH3:34])=[CH:30][CH:29]=2)[N:27]=1)([CH3:22])([CH3:21])[CH3:20]. The catalyst is C1COCC1. The product is [NH4+:5].[OH-:37].[C:19]([C:23]1[CH:24]=[C:25]([NH:35][C:36]([NH:38][C@@H:39]2[C:48]3[C:43](=[CH:44][CH:45]=[CH:46][CH:47]=3)[C@H:42]([O:49][C:50]3[CH:51]=[CH:52][C:53]4[N:54]([C:56]([N:59]5[CH2:64][CH2:63][CH:62]([OH:65])[CH2:61][CH2:60]5)=[N:57][N:58]=4)[CH:55]=3)[CH2:41][CH2:40]2)=[O:37])[N:26]([C:28]2[CH:33]=[CH:32][C:31]([CH3:34])=[CH:30][CH:29]=2)[N:27]=1)([CH3:22])([CH3:20])[CH3:21]. The yield is 0.00100. (8) The reactants are [Br:1][C:2]1[CH:30]=[CH:29][C:5]([O:6][CH2:7][C@H:8]([CH3:28])[CH2:9][O:10][Si:11]([C:24]([CH3:27])([CH3:26])[CH3:25])([C:18]2C=CC=CC=2)[C:12]2C=CC=CC=2)=[CH:4][CH:3]=1.CCCC[N+](CCCC)(CCCC)CCCC.[F-]. The catalyst is C1COCC1. The product is [Br:1][C:2]1[CH:3]=[CH:4][C:5]([O:6][CH2:7][C@H:8]([CH3:28])[CH2:9][O:10][Si:11]([C:24]([CH3:25])([CH3:27])[CH3:26])([CH3:12])[CH3:18])=[CH:29][CH:30]=1. The yield is 0.570.